This data is from Peptide-MHC class I binding affinity with 185,985 pairs from IEDB/IMGT. The task is: Regression. Given a peptide amino acid sequence and an MHC pseudo amino acid sequence, predict their binding affinity value. This is MHC class I binding data. (1) The peptide sequence is ALKRRLRTL. The MHC is HLA-B08:01 with pseudo-sequence HLA-B08:01. The binding affinity (normalized) is 0.941. (2) The peptide sequence is CADGTRHTY. The MHC is HLA-A11:01 with pseudo-sequence HLA-A11:01. The binding affinity (normalized) is 0.0847.